Predict the reactants needed to synthesize the given product. From a dataset of Full USPTO retrosynthesis dataset with 1.9M reactions from patents (1976-2016). (1) Given the product [F:32][C:33]1[C:38]([F:39])=[CH:37][CH:36]=[CH:35][C:34]=1[C:40]1[N:48]=[C:43]2[CH:44]=[N:45][N:46]([CH2:1][C:2]3[N:3]=[N:4][C:5]([O:8][C:9]4[CH:14]=[CH:13][C:12]([O:15][C:16]([F:17])([F:19])[F:18])=[CH:11][CH:10]=4)=[CH:6][CH:7]=3)[CH:47]=[C:42]2[N:41]=1, predict the reactants needed to synthesize it. The reactants are: [CH3:1][C:2]1[N:3]=[N:4][C:5]([O:8][C:9]2[CH:14]=[CH:13][C:12]([O:15][C:16]([F:19])([F:18])[F:17])=[CH:11][CH:10]=2)=[CH:6][CH:7]=1.ClN1C(=O)N(Cl)C(=O)N(Cl)C1=O.[F:32][C:33]1[C:38]([F:39])=[CH:37][CH:36]=[CH:35][C:34]=1[C:40]1[N:48]=[C:43]2[CH:44]=[N:45][NH:46][CH:47]=[C:42]2[N:41]=1.C(=O)([O-])[O-].[K+].[K+]. (2) Given the product [F:4][C:5]1[CH:10]=[CH:9][CH:8]=[CH:7][C:6]=1[C:11]1[N:12]=[N:13][N:14]2[C:23]3[C:18](=[CH:19][CH:20]=[CH:21][CH:22]=3)[C:17]([N:24]3[CH2:25][CH2:26][C:27]([OH:30])([CH3:1])[CH2:28][CH2:29]3)=[N:16][C:15]=12, predict the reactants needed to synthesize it. The reactants are: [CH3:1][Mg]Br.[F:4][C:5]1[CH:10]=[CH:9][CH:8]=[CH:7][C:6]=1[C:11]1[N:12]=[N:13][N:14]2[C:23]3[C:18](=[CH:19][CH:20]=[CH:21][CH:22]=3)[C:17]([N:24]3[CH2:29][CH2:28][C:27](=[O:30])[CH2:26][CH2:25]3)=[N:16][C:15]=12.